Dataset: Forward reaction prediction with 1.9M reactions from USPTO patents (1976-2016). Task: Predict the product of the given reaction. Given the reactants [NH2:1][CH2:2][C@@H:3]1[CH2:7][CH2:6][N:5]([C:8]([O:10][C:11]([CH3:14])([CH3:13])[CH3:12])=[O:9])[CH2:4]1.Cl[C:16]([O:18][CH2:19][C:20]1[CH:25]=[CH:24][CH:23]=[CH:22][CH:21]=1)=[O:17].C(N(CC)CC)C, predict the reaction product. The product is: [CH2:19]([O:18][C:16](=[O:17])[NH:1][CH2:2][C@@H:3]1[CH2:7][CH2:6][N:5]([C:8]([O:10][C:11]([CH3:14])([CH3:13])[CH3:12])=[O:9])[CH2:4]1)[C:20]1[CH:25]=[CH:24][CH:23]=[CH:22][CH:21]=1.